Dataset: TCR-epitope binding with 47,182 pairs between 192 epitopes and 23,139 TCRs. Task: Binary Classification. Given a T-cell receptor sequence (or CDR3 region) and an epitope sequence, predict whether binding occurs between them. (1) The epitope is KAFSPEVIPMF. The TCR CDR3 sequence is CASSPPGPLKADTQYF. Result: 0 (the TCR does not bind to the epitope). (2) The epitope is RLRAEAQVK. The TCR CDR3 sequence is CASSLNPILVEDTQYF. Result: 1 (the TCR binds to the epitope). (3) The epitope is FPPTSFGPL. The TCR CDR3 sequence is CASSQGPLEAGEETQYF. Result: 1 (the TCR binds to the epitope).